From a dataset of PAMPA permeability data for FDA-approved drugs from NCATS. Regression/Classification. Given a drug SMILES string, predict its absorption, distribution, metabolism, or excretion properties. Task type varies by dataset: regression for continuous measurements (e.g., permeability, clearance, half-life) or binary classification for categorical outcomes (e.g., BBB penetration, CYP inhibition). Dataset: approved_pampa_ncats. (1) The compound is Oc1ccc([C@H]2CNCc3c2ccc(O)c3O)cc1O. The result is 1 (high permeability). (2) The drug is Cc1cccn2c(=O)c(-c3nnn[n-]3)cnc12. The result is 1 (high permeability). (3) The compound is C1CN(CCN1CC/C=C\2/C3=CC=CC=C3SC4=C2C=C(C=C4)C(F)(F)F)CCO. The result is 0 (low-to-moderate permeability). (4) The molecule is CC(C)NCC(COC1=CC=CC2=CC=CC=C21)O. The result is 0 (low-to-moderate permeability). (5) The compound is CC(=C/C(=N\NC1=NN=CC2=CC=CC=C21)/C)C. The result is 0 (low-to-moderate permeability). (6) The compound is CC1=C(C(=O)C2=C(C1=O)N3C[C@H]4[C@@H]([C@@]3([C@@H]2COC(=O)N)OC)N4)N. The result is 1 (high permeability). (7) The drug is C1=CC=C2C(=C1)C(=CC=C2S(=O)(=O)[O-])N=NC3=C4C=CC(=CC4=CC(=C3O)S(=O)(=O)[O-])S(=O)(=O)[O-]. The result is 1 (high permeability).